From a dataset of Full USPTO retrosynthesis dataset with 1.9M reactions from patents (1976-2016). Predict the reactants needed to synthesize the given product. (1) Given the product [CH2:1]([N:8]1[CH2:12][CH:11]([CH3:13])[CH:10]([CH2:14][O:16][Si:29]([C:25]([CH3:28])([CH3:27])[CH3:26])([C:37]2[CH:38]=[CH:39][CH:40]=[CH:41][CH:42]=2)[C:31]2[CH:36]=[CH:35][CH:34]=[CH:33][CH:32]=2)[CH2:9]1)[C:2]1[CH:3]=[CH:4][CH:5]=[CH:6][CH:7]=1, predict the reactants needed to synthesize it. The reactants are: [CH2:1]([N:8]1[CH2:12][CH:11]([CH3:13])[CH:10]([C:14]([O:16]CC)=O)[CH2:9]1)[C:2]1[CH:7]=[CH:6][CH:5]=[CH:4][CH:3]=1.[H-].[Al+3].[Li+].[H-].[H-].[H-].[C:25]([Si:29]([C:37]1[CH:42]=[CH:41][CH:40]=[CH:39][CH:38]=1)([C:31]1[CH:36]=[CH:35][CH:34]=[CH:33][CH:32]=1)Cl)([CH3:28])([CH3:27])[CH3:26].C(N1CC(C)C(CO)C1)C1C=CC=CC=1.[H-].[Na+]. (2) Given the product [CH:1]1([N:7]([CH2:32][CH2:33][NH:34][CH2:35][CH2:36][C:37]2[CH:46]=[CH:45][C:44]([OH:47])=[C:43]3[C:38]=2[CH:39]=[CH:40][C:41](=[O:48])[NH:42]3)[C:8](=[O:31])[CH2:9][CH2:10][NH:11][CH2:22][CH2:23][C:24]2[CH:29]=[CH:28][CH:27]=[C:26]([F:30])[CH:25]=2)[CH2:6][CH2:5][CH2:4][CH2:3][CH2:2]1, predict the reactants needed to synthesize it. The reactants are: [CH:1]1([N:7]([CH2:32][CH2:33][NH:34][CH2:35][CH2:36][C:37]2[CH:46]=[CH:45][C:44]([OH:47])=[C:43]3[C:38]=2[CH:39]=[CH:40][C:41](=[O:48])[NH:42]3)[C:8](=[O:31])[CH2:9][CH2:10][N:11]([CH2:22][CH2:23][C:24]2[CH:29]=[CH:28][CH:27]=[C:26]([F:30])[CH:25]=2)C(=O)OCC2C=CC=CC=2)[CH2:6][CH2:5][CH2:4][CH2:3][CH2:2]1.[H][H]. (3) The reactants are: [NH2:1][C:2]1[N:9]=[CH:8][C:7](Br)=[CH:6][C:3]=1[CH:4]=[O:5].[C:11]([C:13]1[CH:14]=[C:15](B(O)O)[CH:16]=[CH:17][CH:18]=1)#[N:12].C([O-])([O-])=O.[K+].[K+].O. Given the product [NH2:1][C:2]1[N:9]=[CH:8][C:7]([C:17]2[CH:18]=[C:13]([CH:14]=[CH:15][CH:16]=2)[C:11]#[N:12])=[CH:6][C:3]=1[CH:4]=[O:5], predict the reactants needed to synthesize it. (4) Given the product [C:33]([O:32][C:30]([N:28]1[CH2:29][CH:26]([C:24](=[O:25])[C:12]2[CH:13]=[CH:14][C:9]([O:8][CH2:1][C:2]3[CH:7]=[CH:6][CH:5]=[CH:4][CH:3]=3)=[CH:10][CH:11]=2)[CH2:27]1)=[O:31])([CH3:36])([CH3:35])[CH3:34], predict the reactants needed to synthesize it. The reactants are: [CH2:1]([O:8][C:9]1[CH:14]=[CH:13][C:12](Br)=[CH:11][CH:10]=1)[C:2]1[CH:7]=[CH:6][CH:5]=[CH:4][CH:3]=1.C([Li])CCC.CON(C)[C:24]([CH:26]1[CH2:29][N:28]([C:30]([O:32][C:33]([CH3:36])([CH3:35])[CH3:34])=[O:31])[CH2:27]1)=[O:25]. (5) The reactants are: [F:1][C:2]1[CH:7]=[CH:6][C:5]([C:8]2[C:9]([C:14]([N:16]3[CH2:21][CH2:20][CH2:19][CH2:18][C@H:17]3[CH2:22][NH:23][C:24]3[N:29]=[CH:28][C:27]([C:30](=[O:32])[CH3:31])=[CH:26][N:25]=3)=[O:15])=[N:10][N:11]([CH3:13])[CH:12]=2)=[CH:4][CH:3]=1.[BH4-].[Na+].O. Given the product [F:1][C:2]1[CH:3]=[CH:4][C:5]([C:8]2[C:9]([C:14]([N:16]3[CH2:21][CH2:20][CH2:19][CH2:18][C@H:17]3[CH2:22][NH:23][C:24]3[N:25]=[CH:26][C:27]([CH:30]([OH:32])[CH3:31])=[CH:28][N:29]=3)=[O:15])=[N:10][N:11]([CH3:13])[CH:12]=2)=[CH:6][CH:7]=1, predict the reactants needed to synthesize it. (6) Given the product [CH3:48][C:38]1[CH:43]=[CH:42][C:41]([S:44]([O:24][CH:21]2[CH2:22][CH2:23][C:17]3([O:16][N:15]=[C:14]([C:13]4[C:8]([NH:7][CH:1]5[CH2:2][CH2:3][CH2:4][CH2:5][CH2:6]5)=[C:9]5[C:27]([CH3:28])=[N:26][N:25]([CH2:29][CH3:30])[C:10]5=[N:11][CH:12]=4)[CH2:18]3)[CH2:19][CH2:20]2)(=[O:46])=[O:45])=[CH:40][CH:39]=1, predict the reactants needed to synthesize it. The reactants are: [CH:1]1([NH:7][C:8]2[C:13]([C:14]3[CH2:18][C:17]4([CH2:23][CH2:22][CH:21]([OH:24])[CH2:20][CH2:19]4)[O:16][N:15]=3)=[CH:12][N:11]=[C:10]3[N:25]([CH2:29][CH3:30])[N:26]=[C:27]([CH3:28])[C:9]=23)[CH2:6][CH2:5][CH2:4][CH2:3][CH2:2]1.C(N(CC)CC)C.[C:38]1([CH3:48])[CH:43]=[CH:42][C:41]([S:44](Cl)(=[O:46])=[O:45])=[CH:40][CH:39]=1.O. (7) Given the product [S:1]1[C:5]([C:6]([OH:7])([C:8]2[N:9]([CH3:13])[CH:10]=[N:11][CH:12]=2)[C:14]2[CH:15]=[C:16]3[C:21](=[CH:22][CH:23]=2)[NH:20][C:19](=[O:24])[CH:18]=[C:17]3[C:26]2[CH:31]=[CH:30][CH:29]=[C:28]([Cl:32])[CH:27]=2)=[CH:4][C:3]2[CH:33]=[CH:34][CH:35]=[CH:36][C:2]1=2, predict the reactants needed to synthesize it. The reactants are: [S:1]1[C:5]([C:6]([C:14]2[CH:15]=[C:16]3[C:21](=[CH:22][CH:23]=2)[N:20]=[C:19]([O:24]C)[CH:18]=[C:17]3[C:26]2[CH:31]=[CH:30][CH:29]=[C:28]([Cl:32])[CH:27]=2)([C:8]2[N:9]([CH3:13])[CH:10]=[N:11][CH:12]=2)[OH:7])=[CH:4][C:3]2[CH:33]=[CH:34][CH:35]=[CH:36][C:2]1=2.Cl. (8) Given the product [F:1][C:2]([F:24])([F:25])[C:3]1[CH:4]=[C:5]([CH2:9][CH:10]([C:14]2[CH:19]=[CH:18][C:17]([C:20]([F:22])([F:23])[F:21])=[CH:16][CH:15]=2)[C:11]([OH:13])=[O:12])[CH:6]=[CH:7][CH:8]=1, predict the reactants needed to synthesize it. The reactants are: [F:1][C:2]([F:25])([F:24])[C:3]1[CH:4]=[C:5](/[CH:9]=[C:10](/[C:14]2[CH:19]=[CH:18][C:17]([C:20]([F:23])([F:22])[F:21])=[CH:16][CH:15]=2)\[C:11]([OH:13])=[O:12])[CH:6]=[CH:7][CH:8]=1.C(O)C.C([O-])=O.[NH4+].C(OCC)(=O)C. (9) Given the product [F:19][C:20]1[CH:21]=[C:22]([CH:28]=[C:29]([F:31])[CH:30]=1)[C:23]([O:25][CH2:26][N:15]1[C:14](=[O:16])[O:13][N:12]=[C:11]1[C:7]1[CH:6]=[C:5]([C:4]([F:3])([F:17])[F:18])[CH:10]=[CH:9][N:8]=1)=[O:24], predict the reactants needed to synthesize it. The reactants are: [H-].[Na+].[F:3][C:4]([F:18])([F:17])[C:5]1[CH:10]=[CH:9][N:8]=[C:7]([C:11]2[NH:12][O:13][C:14](=[O:16])[N:15]=2)[CH:6]=1.[F:19][C:20]1[CH:21]=[C:22]([CH:28]=[C:29]([F:31])[CH:30]=1)[C:23]([O:25][CH2:26]Cl)=[O:24].[Cl-].[NH4+].